From a dataset of Forward reaction prediction with 1.9M reactions from USPTO patents (1976-2016). Predict the product of the given reaction. (1) Given the reactants C([O-])([O-])=O.[Cs+].[Cs+].[CH3:7][O:8][CH2:9][CH2:10][O:11][C:12]1[CH:17]=[CH:16][N:15]2[C:18]([C:21]3[CH:30]=[CH:29][C:28]4[C:23](=[C:24]([OH:31])[CH:25]=[CH:26][CH:27]=4)[N:22]=3)=[CH:19][N:20]=[C:14]2[CH:13]=1.[C@@H:32]12[O:37][C@@H:36]1[CH2:35][N:34]([C:38]([O:40][CH2:41][C:42]1[CH:51]=[CH:50][C:49]3[C:44](=[CH:45][CH:46]=[CH:47][CH:48]=3)[CH:43]=1)=[O:39])[CH2:33]2, predict the reaction product. The product is: [OH:37][C@H:32]1[C@H:36]([O:31][C:24]2[CH:25]=[CH:26][CH:27]=[C:28]3[C:23]=2[N:22]=[C:21]([C:18]2[N:15]4[CH:16]=[CH:17][C:12]([O:11][CH2:10][CH2:9][O:8][CH3:7])=[CH:13][C:14]4=[N:20][CH:19]=2)[CH:30]=[CH:29]3)[CH2:35][N:34]([C:38]([O:40][CH2:41][C:42]2[CH:51]=[CH:50][C:49]3[C:44](=[CH:45][CH:46]=[CH:47][CH:48]=3)[CH:43]=2)=[O:39])[CH2:33]1. (2) The product is: [C:19]1([CH3:23])[CH:20]=[CH:21][CH:22]=[C:17]([N:14]2[C:11]3[CH2:12][CH2:13][NH:8][CH2:9][C:10]=3[N:16]=[CH:15]2)[CH:18]=1. Given the reactants C([N:8]1[CH2:13][CH2:12][C:11]2[N:14]([C:17]3[CH:18]=[C:19]([CH3:23])[CH:20]=[CH:21][CH:22]=3)[CH:15]=[N:16][C:10]=2[CH2:9]1)C1C=CC=CC=1.C([O-])=O.[NH4+], predict the reaction product. (3) Given the reactants [Cl:1][C:2]1[CH:3]=[N:4][C:5]([NH:8][NH2:9])=[N:6][CH:7]=1.Cl.O1CCOCC1.[CH:17]([CH:19]([CH:25]=O)[C:20]([O:22][CH2:23][CH3:24])=[O:21])=O, predict the reaction product. The product is: [Cl:1][C:2]1[CH:3]=[N:4][C:5]([N:8]2[CH:25]=[C:19]([C:20]([O:22][CH2:23][CH3:24])=[O:21])[CH:17]=[N:9]2)=[N:6][CH:7]=1. (4) Given the reactants [C:1]([C:5]1[CH:6]=[C:7]2[C:12](=[CH:13][N:14]=1)[C:11](=[O:15])[NH:10][CH2:9][CH2:8]2)([CH3:4])([CH3:3])[CH3:2].[Br:16][C:17]1[CH:24]=[CH:23][CH:22]=[C:21](Br)[C:18]=1[CH:19]=[O:20].CC1(C)C2C(=C(P(C3C=CC=CC=3)C3C=CC=CC=3)C=CC=2)OC2C(P(C3C=CC=CC=3)C3C=CC=CC=3)=CC=CC1=2.C([O-])([O-])=O.[Cs+].[Cs+], predict the reaction product. The product is: [Br:16][C:17]1[CH:24]=[CH:23][CH:22]=[C:21]([N:10]2[CH2:9][CH2:8][C:7]3[C:12](=[CH:13][N:14]=[C:5]([C:1]([CH3:4])([CH3:2])[CH3:3])[CH:6]=3)[C:11]2=[O:15])[C:18]=1[CH:19]=[O:20]. (5) Given the reactants [CH:1]([C:4]1[N:8]2[C:9]([C:16]([F:19])([F:18])[F:17])=[CH:10][CH:11]=[C:12]([C:13]([OH:15])=O)[C:7]2=[N:6][N:5]=1)([CH3:3])[CH3:2].C(Cl)(=O)C(Cl)=O.[CH3:26][C:27]1[C:28]([NH2:32])=[N:29][O:30][N:31]=1.C(N(CC)CC)C, predict the reaction product. The product is: [CH:1]([C:4]1[N:8]2[C:9]([C:16]([F:19])([F:18])[F:17])=[CH:10][CH:11]=[C:12]([C:13]([NH:32][C:28]3[C:27]([CH3:26])=[N:31][O:30][N:29]=3)=[O:15])[C:7]2=[N:6][N:5]=1)([CH3:2])[CH3:3]. (6) Given the reactants [CH2:1]([O:3][C:4]1[CH:12]=[CH:11][C:7]([C:8]([OH:10])=O)=[C:6]([OH:13])[CH:5]=1)[CH3:2].CN(C(ON1N=NC2C=CC=NC1=2)=[N+](C)C)C.F[P-](F)(F)(F)(F)F.C(N(CC)CC)C.[CH3:45][N:46]1[C:50]2[C:51]3[CH:52]=[CH:53][CH:54]=[CH:55][C:56]=3[O:57][C:58]3([CH2:63][CH2:62][NH:61][CH2:60][CH2:59]3)[C:49]=2[CH:48]=[N:47]1, predict the reaction product. The product is: [CH2:1]([O:3][C:4]1[CH:12]=[CH:11][C:7]([C:8]([N:61]2[CH2:62][CH2:63][C:58]3([C:49]4[CH:48]=[N:47][N:46]([CH3:45])[C:50]=4[C:51]4[CH:52]=[CH:53][CH:54]=[CH:55][C:56]=4[O:57]3)[CH2:59][CH2:60]2)=[O:10])=[C:6]([OH:13])[CH:5]=1)[CH3:2]. (7) Given the reactants [CH3:1][C:2]1[O:6][C:5]([C:7]2[CH:12]=[CH:11][C:10]([NH2:13])=[CH:9][CH:8]=2)=[N:4][N:3]=1.[N:14]([O-])=O.[Na+].O.O.[Sn](Cl)(Cl)(Cl)Cl.N, predict the reaction product. The product is: [CH3:1][C:2]1[O:6][C:5]([C:7]2[CH:12]=[CH:11][C:10]([NH:13][NH2:14])=[CH:9][CH:8]=2)=[N:4][N:3]=1.